This data is from Catalyst prediction with 721,799 reactions and 888 catalyst types from USPTO. The task is: Predict which catalyst facilitates the given reaction. (1) Reactant: [Mg].II.Br[C:5]1[CH:10]=[CH:9][C:8](Br)=[CH:7][CH:6]=1.Cl[Si:13]([CH3:17])([CH3:16])[CH:14]=[CH2:15]. Product: [CH3:16][Si:13]([CH3:17])([CH:14]=[CH2:15])[C:5]1[CH:10]=[CH:9][C:8]([Si:13]([CH3:17])([CH3:16])[CH:14]=[CH2:15])=[CH:7][CH:6]=1. The catalyst class is: 7. (2) Reactant: C[O:2][C:3]1[CH:14]=[CH:13][C:6]2[CH2:7][CH2:8][CH2:9][C:10](=[O:12])[NH:11][C:5]=2[CH:4]=1.B(Br)(Br)Br. Product: [OH:2][C:3]1[CH:14]=[CH:13][C:6]2[CH2:7][CH2:8][CH2:9][C:10](=[O:12])[NH:11][C:5]=2[CH:4]=1. The catalyst class is: 2. (3) Reactant: [C:1]([O:5][C:6]([C:8]1[S:9][C:10]([C:13]#[C:14][CH2:15][NH:16]C(OCC2C=CC=CC=2)=O)=[CH:11][CH:12]=1)=[O:7])([CH3:4])([CH3:3])[CH3:2].[ClH:27]. Product: [ClH:27].[C:1]([O:5][C:6]([C:8]1[S:9][C:10]([CH2:13][CH2:14][CH2:15][NH2:16])=[CH:11][CH:12]=1)=[O:7])([CH3:4])([CH3:3])[CH3:2]. The catalyst class is: 105. (4) Reactant: [CH2:1]([O:8][C:9](=[O:37])[C@@H:10]([NH:29][C:30]([O:32][C:33]([CH3:36])([CH3:35])[CH3:34])=[O:31])[CH2:11][CH2:12][C:13](=O)[NH:14][C:15]1[CH:20]=[CH:19][CH:18]=[CH:17][C:16]=1[NH:21][C:22]1[CH:27]=[CH:26][CH:25]=[CH:24][CH:23]=1)[C:2]1[CH:7]=[CH:6][CH:5]=[CH:4][CH:3]=1. Product: [CH2:1]([O:8][C:9](=[O:37])[C@@H:10]([NH:29][C:30]([O:32][C:33]([CH3:36])([CH3:35])[CH3:34])=[O:31])[CH2:11][CH2:12][C:13]1[N:21]([C:22]2[CH:27]=[CH:26][CH:25]=[CH:24][CH:23]=2)[C:16]2[CH:17]=[CH:18][CH:19]=[CH:20][C:15]=2[N:14]=1)[C:2]1[CH:7]=[CH:6][CH:5]=[CH:4][CH:3]=1. The catalyst class is: 15. (5) Reactant: [O:1]=[C:2]1[CH2:7][CH2:6][C:5]([C:12]2[CH:17]=[CH:16][CH:15]=[CH:14][CH:13]=2)([C:8]([O:10][CH3:11])=[O:9])[CH2:4][CH2:3]1.C1COCC1.C[Si]([N-][Si](C)(C)C)(C)C.[Na+].C1C(Cl)=CN=C(N([S:41]([C:44]([F:47])([F:46])[F:45])(=[O:43])=[O:42])[S:41]([C:44]([F:47])([F:46])[F:45])(=[O:43])=[O:42])C=1. Product: [F:45][C:44]([F:47])([F:46])[S:41]([O:1][C:2]1[CH2:3][CH2:4][C:5]([C:8]([O:10][CH3:11])=[O:9])([C:12]2[CH:13]=[CH:14][CH:15]=[CH:16][CH:17]=2)[CH2:6][CH:7]=1)(=[O:43])=[O:42]. The catalyst class is: 2. (6) Reactant: [N+:1]([C:4]1[CH:5]=[N:6][N:7]([CH2:9][CH2:10][OH:11])[CH:8]=1)([O-])=O. Product: [NH2:1][C:4]1[CH:5]=[N:6][N:7]([CH2:9][CH2:10][OH:11])[CH:8]=1. The catalyst class is: 19.